This data is from Reaction yield outcomes from USPTO patents with 853,638 reactions. The task is: Predict the reaction yield, written as a fraction of the theoretical maximum amount of product (1.0 means a 100% yield; for example, 0.34 means a 34% yield). (1) The reactants are [N:1]1[C:10]2[C:5](=[CH:6][CH:7]=[CH:8][CH:9]=2)[CH:4]=[CH:3][C:2]=1/[CH:11]=[CH:12]/[CH:13]=O.[C:15]([O-:18])(=[O:17])[CH3:16].[CH:19]1C=CC=CC=1. No catalyst specified. The product is [N:1]1[C:10]2[C:5](=[CH:6][CH:7]=[CH:8][CH:9]=2)[CH:4]=[CH:3][C:2]=1/[CH:11]=[CH:12]/[CH:13]=[CH:16]/[C:15]([O:18][CH3:19])=[O:17]. The yield is 0.560. (2) The reactants are [F:1][C:2]1[CH:7]=[C:6]([F:8])[CH:5]=[CH:4][C:3]=1[N+:9]([O-:11])=[O:10].[Li+].[Cl-].[I:14]I. The catalyst is C1COCC1. The product is [F:8][C:6]1[CH:5]=[CH:4][C:3]([N+:9]([O-:11])=[O:10])=[C:2]([F:1])[C:7]=1[I:14]. The yield is 0.900. (3) The catalyst is C(#N)C.O.CS(C)=O. The yield is 0.210. The product is [ClH:1].[CH2:21]([NH:28][C:2]1[CH:11]=[CH:10][C:9]2[C:8](=[O:12])[CH2:7][C:6]([CH3:14])([CH3:13])[CH2:5][C:4]=2[N:3]=1)[C:22]1[CH:27]=[CH:26][CH:25]=[CH:24][CH:23]=1. The reactants are [Cl:1][C:2]1[CH:11]=[CH:10][C:9]2[C:8](=[O:12])[CH2:7][C:6]([CH3:14])([CH3:13])[CH2:5][C:4]=2[N:3]=1.C(=O)([O-])[O-].[K+].[K+].[CH2:21]([NH2:28])[C:22]1[CH:27]=[CH:26][CH:25]=[CH:24][CH:23]=1.[H-].[Na+]. (4) The product is [N+:13]([C:4]1[CH:5]=[CH:6][C:1]([C:7]2([C:10]([O:12][CH3:23])=[O:11])[CH2:9][CH2:8]2)=[CH:2][CH:3]=1)([O-:16])=[O:14]. The yield is 0.680. The reactants are [C:1]1([C:7]2([C:10]([O-:12])=[O:11])[CH2:9][CH2:8]2)[CH:6]=[CH:5][CH:4]=[CH:3][CH:2]=1.[N+:13]([O-:16])([O-])=[O:14].[K+].OS(O)(=O)=O.[CH2:23](Cl)Cl. No catalyst specified. (5) The reactants are [CH2:1]([C@H:3]1[C@@H:7]([C:8]2[N:12]3[C:13]4[CH:19]=[CH:18][NH:17][C:14]=4[N:15]=[CH:16][C:11]3=[N:10][N:9]=2)[CH2:6][C:5](=O)[CH2:4]1)[CH3:2].Cl.[CH:22]1([CH2:25][O:26][NH2:27])[CH2:24][CH2:23]1. The catalyst is CCO. The product is [CH:22]1([CH2:25][O:26][N:27]=[C:5]2[CH2:6][C@H:7]([C:8]3[N:12]4[C:13]5[CH:19]=[CH:18][NH:17][C:14]=5[N:15]=[CH:16][C:11]4=[N:10][N:9]=3)[C@H:3]([CH2:1][CH3:2])[CH2:4]2)[CH2:24][CH2:23]1. The yield is 0.800. (6) The reactants are [NH2:1][N:2]1[CH:6]=[CH:5][C:4]([Br:7])=[C:3]1[C:8]([NH:10][C:11]1[CH:16]=[C:15]([F:17])[CH:14]=[C:13]([F:18])[CH:12]=1)=[O:9].[CH2:19]([O:26][C@H:27]1[CH2:31][N:30]([C:32]([O:34][C:35]([CH3:38])([CH3:37])[CH3:36])=[O:33])[C@H:29]([C:39](O)=[O:40])[CH2:28]1)[C:20]1[CH:25]=[CH:24][CH:23]=[CH:22][CH:21]=1.C(N(C(C)C)CC)(C)C.C(P1(=O)OP(CCC)(=O)OP(CCC)(=O)O1)CC. The catalyst is CN(C)C=O.O. The product is [CH2:19]([O:26][C@H:27]1[CH2:31][N:30]([C:32]([O:34][C:35]([CH3:36])([CH3:37])[CH3:38])=[O:33])[C@H:29]([C:39](=[O:40])[NH:1][N:2]2[CH:6]=[CH:5][C:4]([Br:7])=[C:3]2[C:8](=[O:9])[NH:10][C:11]2[CH:16]=[C:15]([F:17])[CH:14]=[C:13]([F:18])[CH:12]=2)[CH2:28]1)[C:20]1[CH:25]=[CH:24][CH:23]=[CH:22][CH:21]=1. The yield is 0.740. (7) The reactants are C[O:2][C:3]([C:5]1[CH:15]=[CH:14][C:8]2[O:9][C:10]([F:13])([F:12])[O:11][C:7]=2[CH:6]=1)=O.[H-].[Al+3].[Li+].[H-].[H-].[H-].O.[OH-].[Na+]. The catalyst is O1CCCC1. The product is [F:13][C:10]1([F:12])[O:9][C:8]2[CH:14]=[CH:15][C:5]([CH2:3][OH:2])=[CH:6][C:7]=2[O:11]1. The yield is 0.760. (8) The reactants are Br[C:2]1[CH:3]=[C:4]([S:8]([NH:11][C:12]2[C:13]([OH:21])=[C:14]([CH:18]=[CH:19][CH:20]=2)[C:15]([OH:17])=[O:16])(=[O:10])=[O:9])[S:5][C:6]=1[Cl:7].CC1(C)C(C)(C)OB([C:30]2[CH:35]=[CH:34][CH:33]=[CH:32][C:31]=2[OH:36])O1. No catalyst specified. The product is [Cl:7][C:6]1[S:5][C:4]([S:8]([NH:11][C:12]2[C:13]([OH:21])=[C:14]([CH:18]=[CH:19][CH:20]=2)[C:15]([OH:17])=[O:16])(=[O:10])=[O:9])=[CH:3][C:2]=1[C:30]1[CH:35]=[CH:34][CH:33]=[CH:32][C:31]=1[OH:36]. The yield is 0.240. (9) The reactants are [NH2:1][C:2]1[N:6]([C:7]([CH3:10])([CH3:9])[CH3:8])[N:5]=[C:4]([CH3:11])[C:3]=1[C:12]#[N:13].[OH-:14].[Na+].OO. The catalyst is CCO.CS(C)=O. The product is [NH2:1][C:2]1[N:6]([C:7]([CH3:8])([CH3:9])[CH3:10])[N:5]=[C:4]([CH3:11])[C:3]=1[C:12]([NH2:13])=[O:14]. The yield is 0.880.